This data is from Forward reaction prediction with 1.9M reactions from USPTO patents (1976-2016). The task is: Predict the product of the given reaction. (1) Given the reactants [NH2:1][C:2]1[CH:10]=[CH:9][C:5]2[N:6]=[CH:7][NH:8][C:4]=2[CH:3]=1.[Cl:11]Cl.N, predict the reaction product. The product is: [Cl:11][C:3]1[C:4]2[NH:8][CH:7]=[N:6][C:5]=2[CH:9]=[CH:10][C:2]=1[NH2:1]. (2) Given the reactants [F:1][C:2]1[CH:7]=[CH:6][C:5]([CH3:8])=[CH:4][C:3]=1[N:9]1[N:13]=[N:12][C:11]([CH2:14][OH:15])=[N:10]1.[H-].[Na+].[CH:18]1([N:21]2[C:25](S(C)(=O)=O)=[N:24][N:23]=[C:22]2[C:30]2[CH:35]=[CH:34][N:33]=[CH:32][CH:31]=2)[CH2:20][CH2:19]1, predict the reaction product. The product is: [CH:18]1([N:21]2[C:25]([O:15][CH2:14][C:11]3[N:12]=[N:13][N:9]([C:3]4[CH:4]=[C:5]([CH3:8])[CH:6]=[CH:7][C:2]=4[F:1])[N:10]=3)=[N:24][N:23]=[C:22]2[C:30]2[CH:31]=[CH:32][N:33]=[CH:34][CH:35]=2)[CH2:20][CH2:19]1. (3) Given the reactants I[C:2]1[CH:3]=[C:4]([CH:8]=[CH:9][C:10]=1[CH2:11][CH2:12][CH3:13])[C:5]([OH:7])=[O:6].S1(C2[C:20](=[CH:21]C=CC=2)[C:18](=O)N1)(=O)=O.C([Mg]Br)#CC.CO, predict the reaction product. The product is: [C:18]([C:2]1[CH:3]=[C:4]([CH:8]=[CH:9][C:10]=1[CH2:11][CH2:12][CH3:13])[C:5]([OH:7])=[O:6])#[C:20][CH3:21]. (4) Given the reactants C([O:3][C:4](=[O:33])[C:5]1[CH:10]=[CH:9][CH:8]=[C:7]([N:11]2[C:15]([CH3:16])=[CH:14][CH:13]=[C:12]2[C:17]2[CH:22]=[C:21]([Br:23])[CH:20]=[CH:19][C:18]=2[O:24][CH2:25][C:26]2[CH:31]=[CH:30][C:29]([F:32])=[CH:28][CH:27]=2)[CH:6]=1)C.[OH-].[Na+], predict the reaction product. The product is: [Br:23][C:21]1[CH:20]=[CH:19][C:18]([O:24][CH2:25][C:26]2[CH:27]=[CH:28][C:29]([F:32])=[CH:30][CH:31]=2)=[C:17]([C:12]2[N:11]([C:7]3[CH:6]=[C:5]([CH:10]=[CH:9][CH:8]=3)[C:4]([OH:33])=[O:3])[C:15]([CH3:16])=[CH:14][CH:13]=2)[CH:22]=1.